The task is: Predict which catalyst facilitates the given reaction.. This data is from Catalyst prediction with 721,799 reactions and 888 catalyst types from USPTO. (1) Reactant: CN(C(ON1N=[N:16][C:11]2[CH:12]=[CH:13][CH:14]=[N:15][C:10]1=2)=[N+](C)C)C.F[P-](F)(F)(F)(F)F.[F:25][C:26]1[CH:31]=[CH:30][C:29]([NH:32][C:33]2[C:34]3[C:41]([CH3:42])=[C:40]([C:43]([O:45]C)=O)[S:39][C:35]=3[N:36]=[CH:37][N:38]=2)=[C:28]([O:47][CH:48]2[CH2:53][CH2:52][O:51][CH2:50][CH2:49]2)[CH:27]=1.CCN(C(C)C)C(C)C.NCCCCN(C)C(=O)OC(C)(C)C.FC(F)(F)C(O)=O. Product: [F:25][C:26]1[CH:31]=[CH:30][C:29]([NH:32][C:33]2[C:34]3[C:41]([CH3:42])=[C:40]([C:43]([NH:16][CH2:11][CH2:12][CH2:13][CH2:14][NH:15][CH3:10])=[O:45])[S:39][C:35]=3[N:36]=[CH:37][N:38]=2)=[C:28]([O:47][CH:48]2[CH2:49][CH2:50][O:51][CH2:52][CH2:53]2)[CH:27]=1. The catalyst class is: 85. (2) Reactant: [NH2:1][C:2]1[S:3][CH:4]=[C:5]([C:9]2[CH:14]=[CH:13][C:12]([O:15]CC3C=CC=CC=3)=[CH:11][CH:10]=2)[C:6]=1[C:7]#[N:8].B(Br)(Br)Br. Product: [NH2:1][C:2]1[S:3][CH:4]=[C:5]([C:9]2[CH:14]=[CH:13][C:12]([OH:15])=[CH:11][CH:10]=2)[C:6]=1[C:7]#[N:8]. The catalyst class is: 2.